The task is: Regression/Classification. Given a drug SMILES string, predict its absorption, distribution, metabolism, or excretion properties. Task type varies by dataset: regression for continuous measurements (e.g., permeability, clearance, half-life) or binary classification for categorical outcomes (e.g., BBB penetration, CYP inhibition). Dataset: cyp2c9_veith.. This data is from CYP2C9 inhibition data for predicting drug metabolism from PubChem BioAssay. The molecule is COc1ncnc(NS(=O)(=O)c2ccc(N)cc2)c1OC. The result is 0 (non-inhibitor).